This data is from Retrosynthesis with 50K atom-mapped reactions and 10 reaction types from USPTO. The task is: Predict the reactants needed to synthesize the given product. (1) Given the product COc1c(C)ccc2c1CC(Oc1ccc([N+](=O)[O-])cc1)C2, predict the reactants needed to synthesize it. The reactants are: COc1c(C)ccc2c1CC(Oc1ccc([N+](=O)[O-])cc1)C2=O. (2) Given the product O=[N+]([O-])c1ccc(C(F)(F)F)c(O)c1, predict the reactants needed to synthesize it. The reactants are: COc1cc([N+](=O)[O-])ccc1C(F)(F)F.